From a dataset of Full USPTO retrosynthesis dataset with 1.9M reactions from patents (1976-2016). Predict the reactants needed to synthesize the given product. (1) Given the product [Cl:19][C:20]1[CH:21]=[C:22]([C:28]([OH:30])=[O:29])[CH:23]=[N:24][C:25]=1[NH:26][NH:27][C:2]([NH:1][CH:4]1[C:14]2[C:9](=[N:10][CH:11]=[CH:12][CH:13]=2)[CH2:8][CH2:7][C:6]2[CH:15]=[CH:16][CH:17]=[CH:18][C:5]1=2)=[S:3], predict the reactants needed to synthesize it. The reactants are: [N:1]([CH:4]1[C:14]2[C:9](=[N:10][CH:11]=[CH:12][CH:13]=2)[CH2:8][CH2:7][C:6]2[CH:15]=[CH:16][CH:17]=[CH:18][C:5]1=2)=[C:2]=[S:3].[Cl:19][C:20]1[CH:21]=[C:22]([C:28]([OH:30])=[O:29])[CH:23]=[N:24][C:25]=1[NH:26][NH2:27]. (2) Given the product [CH2:1]([C@@H:8]1[C@@H:9]([CH3:10])[S:14][C:13]([NH2:15])=[N:12]1)[C:2]1[CH:7]=[CH:6][CH:5]=[CH:4][CH:3]=1, predict the reactants needed to synthesize it. The reactants are: [CH2:1]([C@@H:8]([NH:12][C:13]([NH:15]C(C)(C)C)=[S:14])[C@H:9](O)[CH3:10])[C:2]1[CH:7]=[CH:6][CH:5]=[CH:4][CH:3]=1.